This data is from Peptide-MHC class I binding affinity with 185,985 pairs from IEDB/IMGT. The task is: Regression. Given a peptide amino acid sequence and an MHC pseudo amino acid sequence, predict their binding affinity value. This is MHC class I binding data. (1) The binding affinity (normalized) is 0.763. The peptide sequence is QIYPGIKVR. The MHC is HLA-A31:01 with pseudo-sequence HLA-A31:01. (2) The peptide sequence is LYLTQDLFL. The MHC is HLA-A24:02 with pseudo-sequence HLA-A24:02. The binding affinity (normalized) is 0. (3) The peptide sequence is FPVAMLSCL. The MHC is BoLA-JSP.1 with pseudo-sequence BoLA-JSP.1. The binding affinity (normalized) is 0.151. (4) The MHC is HLA-A02:01 with pseudo-sequence HLA-A02:01. The binding affinity (normalized) is 0.364. The peptide sequence is LLMACAFWC. (5) The peptide sequence is ITRKEAEQF. The MHC is HLA-A02:12 with pseudo-sequence HLA-A02:12. The binding affinity (normalized) is 0.0847. (6) The peptide sequence is LSPRTLNAW. The MHC is HLA-A26:01 with pseudo-sequence HLA-A26:01. The binding affinity (normalized) is 0.